From a dataset of NCI-60 drug combinations with 297,098 pairs across 59 cell lines. Regression. Given two drug SMILES strings and cell line genomic features, predict the synergy score measuring deviation from expected non-interaction effect. (1) Drug 1: CC1CCC2CC(C(=CC=CC=CC(CC(C(=O)C(C(C(=CC(C(=O)CC(OC(=O)C3CCCCN3C(=O)C(=O)C1(O2)O)C(C)CC4CCC(C(C4)OC)O)C)C)O)OC)C)C)C)OC. Drug 2: C1CN1C2=NC(=NC(=N2)N3CC3)N4CC4. Cell line: SK-MEL-5. Synergy scores: CSS=50.7, Synergy_ZIP=-1.59, Synergy_Bliss=-1.70, Synergy_Loewe=2.94, Synergy_HSA=3.14. (2) Synergy scores: CSS=5.23, Synergy_ZIP=0.173, Synergy_Bliss=2.60, Synergy_Loewe=0.00834, Synergy_HSA=0.872. Drug 1: CNC(=O)C1=CC=CC=C1SC2=CC3=C(C=C2)C(=NN3)C=CC4=CC=CC=N4. Drug 2: C(=O)(N)NO. Cell line: HCT-15.